Dataset: Full USPTO retrosynthesis dataset with 1.9M reactions from patents (1976-2016). Task: Predict the reactants needed to synthesize the given product. (1) Given the product [F:1][C:2]1[CH:3]=[C:43]([N:39]2[CH2:40][C@H:16]([C:17]([O:19][CH2:20][CH3:21])=[O:18])[O:15][C:32]2=[O:33])[CH:42]=[CH:7][C:8]=1[N:9]1[CH2:10][CH2:11][O:12][CH2:13][CH2:14]1, predict the reactants needed to synthesize it. The reactants are: [F:1][C:2]1[CH:3]=C(C=[CH:7][C:8]=1[N:9]1[CH2:14][CH2:13][O:12][CH2:11][CH2:10]1)N.[O:15]1C[C@@H:16]1[C:17]([O:19][CH2:20][CH3:21])=[O:18].[O-]S(C(F)(F)F)(=O)=O.[Li+].[C:32]([N:39]1[CH:43]=[CH:42]N=[CH:40]1)(N1C=CN=C1)=[O:33]. (2) Given the product [N:56]1[C:57]2[C:52](=[CH:51][C:50]([CH2:49][C:48]3[N:44]4[N:45]=[C:40]([C:38]5[CH:37]=[N:36][N:35]([CH2:28][C:29]6[CH:34]=[CH:33][CH:32]=[CH:31][CH:30]=6)[CH:39]=5)[CH:41]=[N:42][C:43]4=[N:46][N:47]=3)=[CH:59][CH:58]=2)[CH:53]=[CH:54][CH:55]=1, predict the reactants needed to synthesize it. The reactants are: C1(C2N=NC(NNC(=O)CC3C=C4C(=CC=3)N=CC=C4)=NC=2)C=CC=CC=1.[CH2:28]([N:35]1[CH:39]=[C:38]([C:40]2[N:45]=[N:44][C:43]([NH:46][NH:47][C:48](=O)[CH2:49][C:50]3[CH:51]=[C:52]4[C:57](=[CH:58][CH:59]=3)[N:56]=[CH:55][CH:54]=[CH:53]4)=[N:42][CH:41]=2)[CH:37]=[N:36]1)[C:29]1[CH:34]=[CH:33][CH:32]=[CH:31][CH:30]=1. (3) Given the product [OH:19][C:5]1[CH:4]=[C:3]([CH2:2][C:38]#[N:39])[C:11]2[O:10][C:9]([C:12]3[CH:17]=[CH:16][C:15]([OH:18])=[CH:14][CH:13]=3)=[N:8][C:7]=2[CH:6]=1, predict the reactants needed to synthesize it. The reactants are: Br[CH2:2][C:3]1[C:11]2[O:10][C:9]([C:12]3[CH:17]=[CH:16][C:15]([OH:18])=[CH:14][CH:13]=3)=[N:8][C:7]=2[CH:6]=[C:5]([OH:19])[CH:4]=1.C1OCCOCCOCCOCCOCCOC1.[C-:38]#[N:39].[K+].O. (4) The reactants are: C[O:2][C:3](=[O:23])/[CH:4]=[CH:5]/[C:6]1[CH:7]=[C:8]2[C:19](=[CH:20][CH:21]=1)[O:18][C:11]1([CH2:14][N:13]([C:15](=[O:17])[CH3:16])[CH2:12]1)[CH2:10][C:9]2=[O:22].[OH-].[Na+]. Given the product [C:15]([N:13]1[CH2:12][C:11]2([CH2:10][C:9](=[O:22])[C:8]3[C:19](=[CH:20][CH:21]=[C:6](/[CH:5]=[CH:4]/[C:3]([OH:23])=[O:2])[CH:7]=3)[O:18]2)[CH2:14]1)(=[O:17])[CH3:16], predict the reactants needed to synthesize it. (5) Given the product [CH3:1][C:2]1[C:10]2[C:5](=[CH:6][CH:7]=[C:8]([C:11]([F:12])([F:14])[F:13])[CH:9]=2)[N:4]([C:20]([O:19][C:16]([CH3:18])([CH3:17])[CH3:15])=[O:21])[N:3]=1, predict the reactants needed to synthesize it. The reactants are: [CH3:1][C:2]1[C:10]2[C:5](=[CH:6][CH:7]=[C:8]([C:11]([F:14])([F:13])[F:12])[CH:9]=2)[NH:4][N:3]=1.[CH3:15][C:16]([O:19][C:20](O[C:20]([O:19][C:16]([CH3:18])([CH3:17])[CH3:15])=[O:21])=[O:21])([CH3:18])[CH3:17]. (6) The reactants are: [F:1][C:2]([F:17])([F:16])[C:3]1[CH:4]=[C:5]([CH2:13][C:14]#[N:15])[CH:6]=[C:7]([C:9]([F:12])([F:11])[F:10])[CH:8]=1.C(OC(=O)[N:24]([CH2:28][CH2:29]Cl)[CH2:25][CH2:26]Cl)(C)(C)C.[H-].[Na+].C(OCC)C. Given the product [F:1][C:2]([F:16])([F:17])[C:3]1[CH:4]=[C:5]([C:13]2([C:14]#[N:15])[CH2:29][CH2:28][NH:24][CH2:25][CH2:26]2)[CH:6]=[C:7]([C:9]([F:10])([F:11])[F:12])[CH:8]=1, predict the reactants needed to synthesize it.